This data is from Full USPTO retrosynthesis dataset with 1.9M reactions from patents (1976-2016). The task is: Predict the reactants needed to synthesize the given product. (1) The reactants are: [Br:1][C:2]1[CH:3]=[C:4]2[C:9](=[CH:10][C:11]=1[Cl:12])[C:8](=[O:13])[NH:7][CH:6]=[CH:5]2.BrC1C=C2C(=CC=1)C(=O)N([CH2:26][C:27]1[CH:32]=[CH:31][C:30]([O:33][CH3:34])=[CH:29][CH:28]=1)C=C2. Given the product [Br:1][C:2]1[CH:3]=[C:4]2[C:9](=[CH:10][C:11]=1[Cl:12])[C:8](=[O:13])[N:7]([CH2:26][C:27]1[CH:32]=[CH:31][C:30]([O:33][CH3:34])=[CH:29][CH:28]=1)[CH:6]=[CH:5]2, predict the reactants needed to synthesize it. (2) Given the product [O:1]1[CH2:6][CH2:5][CH2:4][CH2:3][CH:2]1[N:7]1[C:15]2[C:10](=[CH:11][C:12]([CH2:16][CH2:17][C:18]([O:20][CH2:21][CH3:22])=[O:19])=[CH:13][CH:14]=2)[CH:9]=[N:8]1, predict the reactants needed to synthesize it. The reactants are: [O:1]1[CH2:6][CH2:5][CH2:4][CH2:3][CH:2]1[N:7]1[C:15]2[C:10](=[CH:11][C:12](/[CH:16]=[CH:17]/[C:18]([O:20][CH2:21][CH3:22])=[O:19])=[CH:13][CH:14]=2)[CH:9]=[N:8]1.